Dataset: Reaction yield outcomes from USPTO patents with 853,638 reactions. Task: Predict the reaction yield, written as a fraction of the theoretical maximum amount of product (1.0 means a 100% yield; for example, 0.34 means a 34% yield). (1) The reactants are [Li+].[Br-:2].Cl[CH2:4][C:5]1[N:6]([CH3:13])[CH:7]=[C:8]([N+:10]([O-:12])=[O:11])[N:9]=1. The yield is 0.950. The product is [Br:2][CH2:4][C:5]1[N:6]([CH3:13])[CH:7]=[C:8]([N+:10]([O-:12])=[O:11])[N:9]=1. The catalyst is CC(C)=O. (2) The product is [CH2:12]([O:19][C:20]([CH:22]1[CH2:27][CH2:26][CH:25]([CH2:28][C:2]([F:7])([F:1])[C:3]([F:6])([F:5])[F:4])[CH2:24][CH2:23]1)=[O:21])[C:13]1[CH:18]=[CH:17][CH:16]=[CH:15][CH:14]=1. The reactants are [F:1][C:2]([Si](C)(C)C)([F:7])[C:3]([F:6])([F:5])[F:4].[CH2:12]([O:19][C:20]([CH:22]1[CH2:27][CH2:26][CH:25]([CH2:28]OS(C(F)(F)F)(=O)=O)[CH2:24][CH2:23]1)=[O:21])[C:13]1[CH:18]=[CH:17][CH:16]=[CH:15][CH:14]=1.[F-].C[N+](C)(C)C.O. The yield is 0.180. The catalyst is COCCOC. (3) The reactants are [CH3:1][O:2][C:3]1[CH:4]=[CH:5][C:6]2[CH2:18][C:17]3[C:16]4[CH:15]=[CH:14][N:13]=[CH:12][C:11]=4[O:10][C:9]=3[C:8]([CH3:20])([CH3:19])[C:7]=2[CH:21]=1.Cl([O-])=[O:23].[Na+].ON1C(=O)C2=CC=CC=C2C1=O.C(OCC)(=O)C. The catalyst is C(#N)C.O. The product is [CH3:1][O:2][C:3]1[CH:4]=[CH:5][C:6]2[C:18](=[O:23])[C:17]3[C:16]4[CH:15]=[CH:14][N:13]=[CH:12][C:11]=4[O:10][C:9]=3[C:8]([CH3:19])([CH3:20])[C:7]=2[CH:21]=1. The yield is 0.570. (4) The reactants are [Br:1][C:2]1[S:3][C:4]2[C:10]([OH:11])=[C:9]([C@H:12]([O:18][C:19]([CH3:22])([CH3:21])[CH3:20])[C:13]([O:15][CH2:16][CH3:17])=[O:14])[C:8]([CH3:23])=[CH:7][C:5]=2[N:6]=1.[B-](F)(F)(F)[F:25].[B-](F)(F)(F)F.C1[N+]2(CCl)CC[N+](F)(CC2)C1. The catalyst is C(#N)C. The product is [Br:1][C:2]1[S:3][C:4]2[C:10]([OH:11])=[C:9]([C@H:12]([O:18][C:19]([CH3:22])([CH3:21])[CH3:20])[C:13]([O:15][CH2:16][CH3:17])=[O:14])[C:8]([CH3:23])=[C:7]([F:25])[C:5]=2[N:6]=1. The yield is 0.350. (5) The reactants are C(=O)([O-])O.[Na+].Cl.[NH2:7][OH:8].[F:9][C:10]1[C:17]([O:18][CH3:19])=[CH:16][CH:15]=[CH:14][C:11]=1[CH:12]=O. The catalyst is O.C(O)C. The product is [F:9][C:10]1[C:17]([O:18][CH3:19])=[CH:16][CH:15]=[CH:14][C:11]=1[CH:12]=[N:7][OH:8]. The yield is 0.850. (6) The reactants are [F:1][C:2]1[CH:3]=[N:4][C:5]([C:8]([NH:10][C:11](=[O:13])[CH3:12])=[CH2:9])=[N:6][CH:7]=1. The catalyst is CO. The product is [F:1][C:2]1[CH:7]=[N:6][C:5]([C@@H:8]([NH:10][C:11](=[O:13])[CH3:12])[CH3:9])=[N:4][CH:3]=1. The yield is 0.950. (7) The reactants are [F:1][C:2]1[CH:3]=[CH:4][C:5]([C:8]2[C:12]([CH2:13][CH2:14][C:15]3[S:16][C:17]([C:21]([OH:23])=O)=[C:18]([CH3:20])[N:19]=3)=[C:11]([CH3:24])[O:10][N:9]=2)=[N:6][CH:7]=1.[F:25][C:26]([F:30])([F:29])[CH2:27][NH2:28]. No catalyst specified. The product is [F:25][C:26]([F:30])([F:29])[CH2:27][NH:28][C:21]([C:17]1[S:16][C:15]([CH2:14][CH2:13][C:12]2[C:8]([C:5]3[CH:4]=[CH:3][C:2]([F:1])=[CH:7][N:6]=3)=[N:9][O:10][C:11]=2[CH3:24])=[N:19][C:18]=1[CH3:20])=[O:23]. The yield is 0.900. (8) The reactants are [CH:1]1([O:4][C:5]2[C:6]([N+:15]([O-:17])=[O:16])=[C:7]([CH:12]=[CH:13][CH:14]=2)[C:8]([O:10]C)=[O:9])[CH2:3][CH2:2]1.[OH-].[Li+].O. The catalyst is C1COCC1.CO. The product is [CH:1]1([O:4][C:5]2[C:6]([N+:15]([O-:17])=[O:16])=[C:7]([CH:12]=[CH:13][CH:14]=2)[C:8]([OH:10])=[O:9])[CH2:2][CH2:3]1. The yield is 0.980. (9) The reactants are C([O:3][C:4](=[O:47])[CH2:5][CH2:6][CH2:7][O:8][C:9]1[CH:14]=[CH:13][CH:12]=[C:11]([CH2:15][CH2:16][CH2:17][CH2:18][CH2:19][CH2:20][O:21][C:22]2[CH:27]=[C:26]([C:28]3[CH:29]=[C:30]4[C:34](=[CH:35][CH:36]=3)[NH:33][CH:32]=[CH:31]4)[CH:25]=[C:24]([O:37][CH2:38][CH3:39])[CH:23]=2)[C:10]=1[CH2:40][CH2:41][C:42]([O:44]CC)=[O:43])C.[OH-].[Na+]. No catalyst specified. The product is [C:42]([CH2:41][CH2:40][C:10]1[C:11]([CH2:15][CH2:16][CH2:17][CH2:18][CH2:19][CH2:20][O:21][C:22]2[CH:27]=[C:26]([C:28]3[CH:29]=[C:30]4[C:34](=[CH:35][CH:36]=3)[NH:33][CH:32]=[CH:31]4)[CH:25]=[C:24]([O:37][CH2:38][CH3:39])[CH:23]=2)=[CH:12][CH:13]=[CH:14][C:9]=1[O:8][CH2:7][CH2:6][CH2:5][C:4]([OH:47])=[O:3])([OH:44])=[O:43]. The yield is 0.910. (10) The reactants are [F:1][C:2]1[CH:7]=[C:6]([F:8])[CH:5]=[CH:4][C:3]=1[N:9]1[C:13]([C:14]2[S:23][C:22]3[C:21]4[N:24]=[C:25]([NH:28]CC5C=CC(OC)=CC=5)[CH:26]=[CH:27][C:20]=4[O:19][CH2:18][CH2:17][C:16]=3[CH:15]=2)=[N:12][CH:11]=[N:10]1. The catalyst is C(O)(C(F)(F)F)=O. The product is [F:1][C:2]1[CH:7]=[C:6]([F:8])[CH:5]=[CH:4][C:3]=1[N:9]1[C:13]([C:14]2[S:23][C:22]3[C:21]4[N:24]=[C:25]([NH2:28])[CH:26]=[CH:27][C:20]=4[O:19][CH2:18][CH2:17][C:16]=3[CH:15]=2)=[N:12][CH:11]=[N:10]1. The yield is 0.870.